From a dataset of HIV replication inhibition screening data with 41,000+ compounds from the AIDS Antiviral Screen. Binary Classification. Given a drug SMILES string, predict its activity (active/inactive) in a high-throughput screening assay against a specified biological target. (1) The compound is CC1CN(CCO)CC(C)O1. The result is 0 (inactive). (2) The drug is O=C(Nc1nc(O)c2c(ncn2CCNCCn2cnc3nc(NC(=O)c4ccccc4)nc(O)c32)n1)c1ccccc1. The result is 0 (inactive). (3) The drug is O=S1CCS(=O)CCS(=O)CC1. The result is 0 (inactive). (4) The drug is CN(NC(=O)CCCl)C1=NCCCCN1.I. The result is 0 (inactive).